This data is from Full USPTO retrosynthesis dataset with 1.9M reactions from patents (1976-2016). The task is: Predict the reactants needed to synthesize the given product. (1) Given the product [F:17][C:18]1[CH:27]=[CH:26][CH:25]=[CH:24][C:19]=1[CH2:20][NH:21][C:22]([NH:16][C:13]1[CH:14]=[CH:15][C:10]([C:9]2[CH:8]=[CH:7][N:6]=[C:5]3[NH:1][CH:2]=[CH:3][C:4]=23)=[CH:11][CH:12]=1)=[O:23], predict the reactants needed to synthesize it. The reactants are: [NH:1]1[C:5]2=[N:6][CH:7]=[CH:8][C:9]([C:10]3[CH:15]=[CH:14][C:13]([NH2:16])=[CH:12][CH:11]=3)=[C:4]2[CH:3]=[CH:2]1.[F:17][C:18]1[CH:27]=[CH:26][CH:25]=[CH:24][C:19]=1[CH2:20][N:21]=[C:22]=[O:23]. (2) Given the product [CH2:1]([N:8]1[CH2:13][CH2:12][C:11]2[NH:41][N:42]=[C:15]([C:16]3[CH:21]=[C:20]([Cl:22])[C:19]([O:40][CH2:1][C:2]4[CH:7]=[CH:6][CH:5]=[CH:4][CH:3]=4)=[CH:18][C:17]=3[O:31][CH2:32][C:33]3[CH:38]=[CH:37][CH:36]=[CH:35][CH:34]=3)[C:10]=2[CH2:9]1)[C:2]1[CH:7]=[CH:6][CH:5]=[CH:4][CH:3]=1, predict the reactants needed to synthesize it. The reactants are: [CH2:1]([N:8]1[CH2:13][CH2:12][C:11](=O)[CH:10]([C:15](=O)[C:16]2[CH:21]=[C:20]([Cl:22])[C:19](OCC3C=CC=CC=3)=[CH:18][C:17]=2[O:31][CH2:32][C:33]2[CH:38]=[CH:37][CH:36]=[CH:35][CH:34]=2)[CH2:9]1)[C:2]1[CH:7]=[CH:6][CH:5]=[CH:4][CH:3]=1.[OH2:40].[NH2:41][NH2:42]. (3) Given the product [O:30]=[C:25]1[CH2:26][CH2:27][C:28](=[O:29])[N:24]1[O:20][C:19]([C:6]1[C:5]2[CH2:22][C:2](=[O:1])[CH2:3][C:4]=2[N:8]([S:9]([C:12]2[CH:13]=[CH:14][C:15]([CH3:18])=[CH:16][CH:17]=2)(=[O:11])=[O:10])[N:7]=1)=[O:21], predict the reactants needed to synthesize it. The reactants are: [O:1]=[C:2]1[CH2:22][C:5]2[C:6]([C:19]([OH:21])=[O:20])=[N:7][N:8]([S:9]([C:12]3[CH:17]=[CH:16][C:15]([CH3:18])=[CH:14][CH:13]=3)(=[O:11])=[O:10])[C:4]=2[CH2:3]1.O[N:24]1[C:28](=[O:29])[CH2:27][CH2:26][C:25]1=[O:30].C(Cl)CCl. (4) Given the product [CH2:1]([O:8][C:9]1[CH:17]=[CH:16][CH:15]=[C:14]2[C:10]=1[C:11]([C:28]([CH:24]1[C:25]([CH3:27])([CH3:26])[C:23]1([CH3:31])[CH3:22])=[O:29])=[CH:12][NH:13]2)[C:2]1[CH:3]=[CH:4][CH:5]=[CH:6][CH:7]=1, predict the reactants needed to synthesize it. The reactants are: [CH2:1]([O:8][C:9]1[CH:17]=[CH:16][CH:15]=[C:14]2[C:10]=1[CH:11]=[CH:12][NH:13]2)[C:2]1[CH:7]=[CH:6][CH:5]=[CH:4][CH:3]=1.C([Mg]Br)C.[CH3:22][C:23]1([CH3:31])[C:25]([CH3:27])([CH3:26])[CH:24]1[C:28](Cl)=[O:29]. (5) Given the product [C:13]1(=[N:12]/[NH:11][C:8]2[CH:9]=[CH:10][C:5]([S:2]([NH2:1])(=[O:3])=[O:4])=[CH:6][C:7]=2[N+:20]([O-:22])=[O:21])/[CH2:30][CH2:29][CH2:28][C:27]2[C:32]/1=[CH:23][CH:24]=[CH:25][CH:26]=2, predict the reactants needed to synthesize it. The reactants are: [NH2:1][S:2]([C:5]1[CH:10]=[CH:9][C:8]([NH:11][NH:12][C:13](OC(C)(C)C)=O)=[C:7]([N+:20]([O-:22])=[O:21])[CH:6]=1)(=[O:4])=[O:3].[C:23]1(=O)[C:32]2[C:27](=[CH:28][CH:29]=[CH:30]C=2)[CH2:26][CH2:25][CH2:24]1.C1(C)C=CC(S([O-])(=O)=O)=CC=1.[NH+]1C=CC=CC=1. (6) Given the product [CH2:1]([O:8][C:9]1[CH:14]=[C:13]([O:15][CH2:16][C:17]2[CH:18]=[CH:19][CH:20]=[CH:21][CH:22]=2)[C:12]([C:23]2[CH:28]=[C:27]([CH:29]([CH3:31])[CH3:30])[CH:26]=[CH:25][C:24]=2[O:32][CH3:33])=[CH:11][C:10]=1[C:34]1[N:38]([CH:39]2[CH2:44][CH2:43][NH:41][CH2:40]2)[N:37]=[N:36][N:35]=1)[C:2]1[CH:3]=[CH:4][CH:5]=[CH:6][CH:7]=1, predict the reactants needed to synthesize it. The reactants are: [CH2:1]([O:8][C:9]1[CH:14]=[C:13]([O:15][CH2:16][C:17]2[CH:22]=[CH:21][CH:20]=[CH:19][CH:18]=2)[C:12]([C:23]2[CH:28]=[C:27]([CH:29]([CH3:31])[CH3:30])[CH:26]=[CH:25][C:24]=2[O:32][CH3:33])=[CH:11][C:10]=1[C:34]1[N:38]([CH:39]2[CH2:44][CH2:43]C[NH:41][CH2:40]2)[N:37]=[N:36][N:35]=1)[C:2]1[CH:7]=[CH:6][CH:5]=[CH:4][CH:3]=1.C(OC(N1CCC(N2C(C3C=C(C4C=C(C(C)C)C=CC=4OC)C(OCC4C=CC=CC=4)=CC=3OCC3C=CC=CC=3)=NN=N2)C1)=O)(C)(C)C.